Dataset: HIV replication inhibition screening data with 41,000+ compounds from the AIDS Antiviral Screen. Task: Binary Classification. Given a drug SMILES string, predict its activity (active/inactive) in a high-throughput screening assay against a specified biological target. (1) The drug is c1cnc(SCc2nc3ccccc3o2)nc1. The result is 1 (active). (2) The compound is COc1ccc2c(O)c(Oc3ccccc3)c(=O)oc2c1. The result is 0 (inactive). (3) The molecule is CCC(O)(Cc1ccc(OC)cc1)c1ccc(OC)cc1. The result is 0 (inactive). (4) The result is 0 (inactive). The molecule is CC(C=CC=C(C)C=CC1=C(C)C(=O)C(O)CC1(C)C)=CC=CC=C(C)C=CC=C(C)C=CC1=C(C)C(=O)C(O)CC1(C)C. (5) The molecule is COc1ccc(C2CCc3cc4c(cc3C2=NOC(C)=O)OCO4)cc1OC. The result is 0 (inactive). (6) The drug is CCOc1ccc2nc(NC(=O)C(=O)C3C(=O)C(CC4C(=O)c5ccccc5C4=O)C(=O)CC3(C)C)sc2c1. The result is 0 (inactive).